Dataset: NCI-60 drug combinations with 297,098 pairs across 59 cell lines. Task: Regression. Given two drug SMILES strings and cell line genomic features, predict the synergy score measuring deviation from expected non-interaction effect. (1) Drug 1: C1=CN(C(=O)N=C1N)C2C(C(C(O2)CO)O)O.Cl. Drug 2: C(CC(=O)O)C(=O)CN.Cl. Cell line: M14. Synergy scores: CSS=44.1, Synergy_ZIP=-2.45, Synergy_Bliss=-1.72, Synergy_Loewe=-0.805, Synergy_HSA=0.865. (2) Drug 1: C1CC(=O)NC(=O)C1N2CC3=C(C2=O)C=CC=C3N. Drug 2: C1=NC2=C(N1)C(=S)N=C(N2)N. Cell line: RPMI-8226. Synergy scores: CSS=42.3, Synergy_ZIP=-1.85, Synergy_Bliss=-0.729, Synergy_Loewe=1.53, Synergy_HSA=1.97. (3) Drug 1: CN1C2=C(C=C(C=C2)N(CCCl)CCCl)N=C1CCCC(=O)O.Cl. Drug 2: COCCOC1=C(C=C2C(=C1)C(=NC=N2)NC3=CC=CC(=C3)C#C)OCCOC.Cl. Cell line: NCI-H460. Synergy scores: CSS=5.03, Synergy_ZIP=1.67, Synergy_Bliss=4.90, Synergy_Loewe=0.842, Synergy_HSA=1.68. (4) Drug 1: COC1=NC(=NC2=C1N=CN2C3C(C(C(O3)CO)O)O)N. Drug 2: CC1=C2C(C(=O)C3(C(CC4C(C3C(C(C2(C)C)(CC1OC(=O)C(C(C5=CC=CC=C5)NC(=O)OC(C)(C)C)O)O)OC(=O)C6=CC=CC=C6)(CO4)OC(=O)C)O)C)O. Cell line: NCI-H322M. Synergy scores: CSS=-14.1, Synergy_ZIP=4.43, Synergy_Bliss=-1.30, Synergy_Loewe=-7.94, Synergy_HSA=-12.6. (5) Drug 1: CC1CCC2CC(C(=CC=CC=CC(CC(C(=O)C(C(C(=CC(C(=O)CC(OC(=O)C3CCCCN3C(=O)C(=O)C1(O2)O)C(C)CC4CCC(C(C4)OC)O)C)C)O)OC)C)C)C)OC. Drug 2: CC1=C(C(=O)C2=C(C1=O)N3CC4C(C3(C2COC(=O)N)OC)N4)N. Cell line: COLO 205. Synergy scores: CSS=42.8, Synergy_ZIP=3.72, Synergy_Bliss=2.11, Synergy_Loewe=-3.66, Synergy_HSA=4.49. (6) Drug 1: CN1C2=C(C=C(C=C2)N(CCCl)CCCl)N=C1CCCC(=O)O.Cl. Drug 2: C#CCC(CC1=CN=C2C(=N1)C(=NC(=N2)N)N)C3=CC=C(C=C3)C(=O)NC(CCC(=O)O)C(=O)O. Cell line: UACC62. Synergy scores: CSS=-3.15, Synergy_ZIP=0.938, Synergy_Bliss=0.327, Synergy_Loewe=-40.3, Synergy_HSA=-3.08. (7) Drug 1: C1CCC(C1)C(CC#N)N2C=C(C=N2)C3=C4C=CNC4=NC=N3. Drug 2: CC=C1C(=O)NC(C(=O)OC2CC(=O)NC(C(=O)NC(CSSCCC=C2)C(=O)N1)C(C)C)C(C)C. Cell line: EKVX. Synergy scores: CSS=46.4, Synergy_ZIP=14.2, Synergy_Bliss=12.7, Synergy_Loewe=13.2, Synergy_HSA=14.9. (8) Drug 1: C1CN1C2=NC(=NC(=N2)N3CC3)N4CC4. Drug 2: C1=C(C(=O)NC(=O)N1)F. Cell line: RPMI-8226. Synergy scores: CSS=66.3, Synergy_ZIP=-0.978, Synergy_Bliss=-0.0851, Synergy_Loewe=3.94, Synergy_HSA=6.20. (9) Drug 1: CN1C(=O)N2C=NC(=C2N=N1)C(=O)N. Drug 2: C1C(C(OC1N2C=NC3=C2NC=NCC3O)CO)O. Cell line: HCT116. Synergy scores: CSS=10.8, Synergy_ZIP=-5.70, Synergy_Bliss=-7.79, Synergy_Loewe=-2.21, Synergy_HSA=-6.20. (10) Drug 1: C(=O)(N)NO. Drug 2: C1CCC(C(C1)N)N.C(=O)(C(=O)[O-])[O-].[Pt+4]. Cell line: NCI-H322M. Synergy scores: CSS=-3.72, Synergy_ZIP=2.59, Synergy_Bliss=2.36, Synergy_Loewe=-1.21, Synergy_HSA=-1.91.